Dataset: Forward reaction prediction with 1.9M reactions from USPTO patents (1976-2016). Task: Predict the product of the given reaction. (1) Given the reactants [C@@H:1]1([N:10]2[C:19]3[N:18]=[CH:17][N:16]=[C:14]([NH2:15])[C:13]=3[N:12]=[CH:11]2)[O:9][C@H:6]([CH2:7][OH:8])[C@@H:4]([OH:5])[C@H:2]1[OH:3].[CH3:20][O:21][C:22]1[CH:41]=[CH:40][C:25]([C:26](Cl)([C:33]2[CH:38]=[CH:37][CH:36]=[CH:35][CH:34]=2)[C:27]2[CH:32]=[CH:31][CH:30]=[CH:29][CH:28]=2)=[CH:24][CH:23]=1, predict the reaction product. The product is: [CH3:20][O:21][C:22]1[CH:41]=[CH:40][C:25]([C:26]([O:3][C@@H:2]2[C@H:4]([OH:5])[C@@H:6]([CH2:7][O:8][C:26]([C:27]3[CH:32]=[CH:31][CH:30]=[CH:29][CH:28]=3)([C:33]3[CH:34]=[CH:35][CH:36]=[CH:37][CH:38]=3)[C:25]3[CH:40]=[CH:41][C:22]([O:21][CH3:20])=[CH:23][CH:24]=3)[O:9][C@H:1]2[N:10]2[C:19]3[N:18]=[CH:17][N:16]=[C:14]([NH:15][C:26]([C:33]4[CH:38]=[CH:37][CH:36]=[CH:35][CH:34]=4)([C:27]4[CH:32]=[CH:31][CH:30]=[CH:29][CH:28]=4)[C:25]4[CH:24]=[CH:23][C:22]([O:21][CH3:20])=[CH:41][CH:40]=4)[C:13]=3[N:12]=[CH:11]2)([C:33]2[CH:38]=[CH:37][CH:36]=[CH:35][CH:34]=2)[C:27]2[CH:32]=[CH:31][CH:30]=[CH:29][CH:28]=2)=[CH:24][CH:23]=1. (2) The product is: [O:1]1[CH2:2][CH2:3][N:4]([CH2:7][CH2:8][O:9][C:10]2[CH:11]=[CH:12][C:13]([C:16]3[CH:17]=[CH:18][C:19]([CH2:22][C:23]([NH:42][CH2:35][C:36]4[CH:41]=[CH:40][CH:39]=[CH:38][CH:37]=4)=[O:24])=[N:20][CH:21]=3)=[CH:14][CH:15]=2)[CH2:5][CH2:6]1. Given the reactants [O:1]1[CH2:6][CH2:5][N:4]([CH2:7][CH2:8][O:9][C:10]2[CH:15]=[CH:14][C:13]([C:16]3[CH:17]=[CH:18][C:19]([CH2:22][C:23](OC)=[O:24])=[N:20][CH:21]=3)=[CH:12][CH:11]=2)[CH2:3][CH2:2]1.C1(OC)C=CC=CC=1.[CH2:35]([NH2:42])[C:36]1[CH:41]=[CH:40][CH:39]=[CH:38][CH:37]=1, predict the reaction product. (3) Given the reactants [CH2:1]([OH:3])C.N.C1[CH:10]=[N:9][C:8]2N(O)N=NC=2C=1.ON1[C:20]2[N:21]=[CH:22]C=CC=2N=N1.CO.CO, predict the reaction product. The product is: [CH3:8][N:9]([CH:1]=[O:3])[CH3:10].[CH3:20][N:21]([CH3:22])[CH:1]=[O:3]. (4) The product is: [CH2:1]([N:5]1[C:13]2[C:12](=[O:14])[N:11]([CH3:15])[C:10]([O:16][CH:31]([C:32]([OH:34])=[O:33])[CH3:37])=[N:9][C:8]=2[N:7]=[C:6]1[N:17]1[CH2:18][CH2:19][N:20]([C:23]([O:25][C:26]([CH3:29])([CH3:28])[CH3:27])=[O:24])[CH2:21][CH2:22]1)[C:2]#[C:3][CH3:4]. Given the reactants [CH2:1]([N:5]1[C:13]2[C:12](=[O:14])[N:11]([CH3:15])[C:10](=[O:16])[NH:9][C:8]=2[N:7]=[C:6]1[N:17]1[CH2:22][CH2:21][N:20]([C:23]([O:25][C:26]([CH3:29])([CH3:28])[CH3:27])=[O:24])[CH2:19][CH2:18]1)[C:2]#[C:3][CH3:4].Br[CH:31]([CH3:37])[C:32]([O:34]CC)=[O:33].C(=O)([O-])[O-].[K+].[K+].C(OCC)(=O)C, predict the reaction product.